This data is from Forward reaction prediction with 1.9M reactions from USPTO patents (1976-2016). The task is: Predict the product of the given reaction. (1) Given the reactants C[O:2][C:3](=[O:44])[C@@H:4]([NH:14][C:15]([C:17]1[N:18]=[C:19]([CH2:38][CH:39]2[CH2:43][CH2:42][CH2:41][CH2:40]2)[C:20]2[C:25]([CH:26]=1)=[CH:24][CH:23]=[C:22]([O:27][C:28]1[CH:33]=[CH:32][C:31]([C:34]([CH3:37])([CH3:36])[CH3:35])=[CH:30][CH:29]=1)[CH:21]=2)=[O:16])[CH2:5][C:6]1[S:7][C:8]([C:11]([CH3:13])=[CH2:12])=[CH:9][CH:10]=1, predict the reaction product. The product is: [C:34]([C:31]1[CH:30]=[CH:29][C:28]([O:27][C:22]2[CH:21]=[C:20]3[C:25]([CH:26]=[C:17]([C:15]([NH:14][C@@H:4]([CH2:5][C:6]4[S:7][C:8]([CH:11]([CH3:12])[CH3:13])=[CH:9][CH:10]=4)[C:3]([OH:44])=[O:2])=[O:16])[N:18]=[C:19]3[CH2:38][CH:39]3[CH2:40][CH2:41][CH2:42][CH2:43]3)=[CH:24][CH:23]=2)=[CH:33][CH:32]=1)([CH3:36])([CH3:35])[CH3:37]. (2) Given the reactants C([O:3][C:4](=[O:13])[CH2:5]P(OCC)OCC)C.[H-].[Na+].[Br:16][C:17]1[CH:18]=[C:19]([C:22](=O)[CH3:23])[S:20][CH:21]=1, predict the reaction product. The product is: [Br:16][C:17]1[CH:18]=[C:19]([C:22]([CH3:23])=[CH:5][C:4]([OH:3])=[O:13])[S:20][CH:21]=1. (3) Given the reactants C(O[C:6](=O)[N:7]([CH:9]1[CH2:14][CH2:13][CH:12]([N:15]([C:31]([C:33]2[S:37][C:36]3[C:38]([F:43])=[CH:39][CH:40]=[C:41]([F:42])[C:35]=3[C:34]=2[Cl:44])=[O:32])[CH2:16][C:17]2[CH:22]=[C:21]([C:23]3[CH:28]=[CH:27][N:26]=[CH:25][CH:24]=3)[CH:20]=[CH:19][C:18]=2[CH2:29][CH3:30])[CH2:11][CH2:10]1)C)(C)(C)C.CC(OC)(C)C, predict the reaction product. The product is: [ClH:44].[ClH:44].[CH2:29]([C:18]1[CH:19]=[CH:20][C:21]([C:23]2[CH:24]=[CH:25][N:26]=[CH:27][CH:28]=2)=[CH:22][C:17]=1[CH2:16][N:15]([CH:12]1[CH2:13][CH2:14][CH:9]([NH:7][CH3:6])[CH2:10][CH2:11]1)[C:31]([C:33]1[S:37][C:36]2[C:38]([F:43])=[CH:39][CH:40]=[C:41]([F:42])[C:35]=2[C:34]=1[Cl:44])=[O:32])[CH3:30]. (4) Given the reactants C=CCOC(C1C2C(=CC=CC=2)N=CC=1)C1[N+]2(CC3C4C(=CC=CC=4)C=C4C=3C=CC=C4)CC(C=C)C(CC2)C1.[Br-].[F-].[K+].[N+:44]([CH2:47][CH2:48][CH2:49][CH:50]=[CH2:51])([O-:46])=[O:45].[CH2:52]([N:59]([CH2:70][C:71]1[CH:76]=[CH:75][CH:74]=[CH:73][CH:72]=1)[C@@H:60]([CH2:63][C:64]1[CH:69]=[CH:68][CH:67]=[CH:66][CH:65]=1)[CH:61]=[O:62])[C:53]1[CH:58]=[CH:57][CH:56]=[CH:55][CH:54]=1, predict the reaction product. The product is: [CH2:70]([N:59]([CH2:52][C:53]1[CH:54]=[CH:55][CH:56]=[CH:57][CH:58]=1)[C@H:60]([C@H:61]([OH:62])[CH:47]([N+:44]([O-:46])=[O:45])[CH2:48][CH2:49][CH:50]=[CH2:51])[CH2:63][C:64]1[CH:65]=[CH:66][CH:67]=[CH:68][CH:69]=1)[C:71]1[CH:72]=[CH:73][CH:74]=[CH:75][CH:76]=1.